Dataset: Catalyst prediction with 721,799 reactions and 888 catalyst types from USPTO. Task: Predict which catalyst facilitates the given reaction. (1) Reactant: [F:1][C:2]1[C:7]([F:8])=[CH:6][CH:5]=[CH:4][C:3]=1[C:9]1[N:35]=[C:12]2[CH:13]=[N:14][N:15]([CH2:17][C:18]3[N:23]=[N:22][C:21]([C:24]4[CH:29]=[CH:28][C:27]([OH:30])=[CH:26][C:25]=4[C:31]([F:34])([F:33])[F:32])=[CH:20][CH:19]=3)[CH:16]=[C:11]2[N:10]=1.[F:36][CH2:37][CH2:38]I.C(=O)([O-])[O-].[K+].[K+]. Product: [F:1][C:2]1[C:7]([F:8])=[CH:6][CH:5]=[CH:4][C:3]=1[C:9]1[N:35]=[C:12]2[CH:13]=[N:14][N:15]([CH2:17][C:18]3[N:23]=[N:22][C:21]([C:24]4[CH:29]=[CH:28][C:27]([O:30][CH2:38][CH2:37][F:36])=[CH:26][C:25]=4[C:31]([F:33])([F:34])[F:32])=[CH:20][CH:19]=3)[CH:16]=[C:11]2[N:10]=1. The catalyst class is: 3. (2) Reactant: [N:1]1([C:7]2[N:8]=[C:9]([CH2:14][C:15]([O-:17])=O)[NH:10][C:11](=[O:13])[CH:12]=2)[CH2:6][CH2:5][O:4][CH2:3][CH2:2]1.[Na+].O.[CH3:20][C:21]1[CH:22]=[C:23]([CH:25]=[CH:26][CH:27]=1)[NH2:24]. Product: [CH3:20][C:21]1[CH:22]=[C:23]([NH:24][C:15](=[O:17])[CH2:14][C:9]2[NH:10][C:11](=[O:13])[CH:12]=[C:7]([N:1]3[CH2:2][CH2:3][O:4][CH2:5][CH2:6]3)[N:8]=2)[CH:25]=[CH:26][CH:27]=1. The catalyst class is: 8. (3) Reactant: [N+:1]([C:4]1[C:5]([S:10]Cl)=[N:6][CH:7]=[CH:8][CH:9]=1)([O-:3])=[O:2].[NH2:12][CH2:13][CH2:14]S. Product: [N+:1]([C:4]1[C:5]([S:10][CH2:14][CH2:13][NH2:12])=[N:6][CH:7]=[CH:8][CH:9]=1)([O-:3])=[O:2]. The catalyst class is: 106. (4) Reactant: C[C:2]1([C:22]([O-:24])=[O:23])[CH2:6][CH:5]([CH2:7][C:8]2[CH:13]=[CH:12][CH:11]=[CH:10][CH:9]=2)[C:4](=[O:14])[N:3]1C(OC(C)(C)C)=O.O1CCOC[CH2:26]1. Product: [CH3:26][O:24][C:22](=[O:23])[C@@H:2]1[CH2:6][CH:5]([CH2:7][C:8]2[CH:9]=[CH:10][CH:11]=[CH:12][CH:13]=2)[C:4](=[O:14])[NH:3]1. The catalyst class is: 33. (5) Reactant: [NH:1]1[CH:5]=[CH:4][C:3]([C:6]([O:8][CH2:9][CH3:10])=[O:7])=[N:2]1.C(=O)([O-])[O-].[K+].[K+].Br[CH2:18][C:19]1[CH:24]=[CH:23][CH:22]=[CH:21][C:20]=1[O:25][CH2:26][CH2:27][CH2:28][CH3:29]. Product: [CH2:26]([O:25][C:20]1[CH:21]=[CH:22][CH:23]=[CH:24][C:19]=1[CH2:18][N:1]1[CH:5]=[CH:4][C:3]([C:6]([O:8][CH2:9][CH3:10])=[O:7])=[N:2]1)[CH2:27][CH2:28][CH3:29]. The catalyst class is: 174.